The task is: Predict the reactants needed to synthesize the given product.. This data is from Full USPTO retrosynthesis dataset with 1.9M reactions from patents (1976-2016). Given the product [ClH:1].[F:25][C:26]1[CH:27]=[C:28]2[C:32](=[CH:33][CH:34]=1)[N:57]([C@@H:12]([C:18]1[CH:23]=[CH:22][CH:21]=[C:20]([F:24])[CH:19]=1)[C@H:13]([OH:17])[CH2:14][NH:15][CH3:16])[CH:56]=[CH:29]2, predict the reactants needed to synthesize it. The reactants are: [ClH:1].FC1C=C2C(=CC=1)NC=C2[C@H:12]([C:18]1[CH:23]=[CH:22][CH:21]=[C:20]([F:24])[CH:19]=1)[C@@H:13]([OH:17])[CH2:14][NH:15][CH3:16].[F:25][C:26]1[CH:27]=[C:28]2[C:32](=[CH:33][CH:34]=1)N([C@@H](C1C=CC=CC=1)[C@H](O)COS(C1C=CC(C)=CC=1)(=O)=O)C=[CH:29]2.[CH3:56][NH2:57].